Predict the reactants needed to synthesize the given product. From a dataset of Full USPTO retrosynthesis dataset with 1.9M reactions from patents (1976-2016). (1) Given the product [Si:1]([O:8][C@H:9]1[C@H:13]2[O:14][CH2:15][C@@H:16]([O:17][C:18]3[N:28]([CH2:29][O:30][CH2:31][CH2:32][Si:33]([CH3:36])([CH3:35])[CH3:34])[C:21]4=[N:22][C:23]([C:45]5[CH:50]=[CH:49][C:48]([C@H:51]6[CH2:52][CH2:53][C@H:54]([OH:57])[CH2:55][CH2:56]6)=[CH:47][CH:46]=5)=[C:24]([Cl:26])[CH:25]=[C:20]4[N:19]=3)[C@H:12]2[O:11][CH2:10]1)([C:4]([CH3:7])([CH3:6])[CH3:5])([CH3:3])[CH3:2], predict the reactants needed to synthesize it. The reactants are: [Si:1]([O:8][C@H:9]1[C@H:13]2[O:14][CH2:15][C@@H:16]([O:17][C:18]3[N:28]([CH2:29][O:30][CH2:31][CH2:32][Si:33]([CH3:36])([CH3:35])[CH3:34])[C:21]4=[N:22][C:23](I)=[C:24]([Cl:26])[CH:25]=[C:20]4[N:19]=3)[C@H:12]2[O:11][CH2:10]1)([C:4]([CH3:7])([CH3:6])[CH3:5])([CH3:3])[CH3:2].CC1(C)C(C)(C)OB([C:45]2[CH:50]=[CH:49][C:48]([C@H:51]3[CH2:56][CH2:55][C@H:54]([OH:57])[CH2:53][CH2:52]3)=[CH:47][CH:46]=2)O1. (2) Given the product [F:13][C:14]1[CH:15]=[CH:16][C:17]([CH:20]([CH3:1])[C:21]([O:23][CH3:24])=[O:22])=[CH:18][CH:19]=1, predict the reactants needed to synthesize it. The reactants are: [CH:1](NC(C)C)(C)C.C([Li])CCC.[F:13][C:14]1[CH:19]=[CH:18][C:17]([CH2:20][C:21]([O:23][CH3:24])=[O:22])=[CH:16][CH:15]=1.CI. (3) Given the product [F:12][C:13]1[CH:20]=[CH:19][CH:18]=[C:17]([O:8][CH2:7][C:6]2[CH:9]=[CH:10][CH:11]=[C:4]([I:3])[CH:5]=2)[C:14]=1[C:15]#[N:16], predict the reactants needed to synthesize it. The reactants are: [H-].[Na+].[I:3][C:4]1[CH:5]=[C:6]([CH:9]=[CH:10][CH:11]=1)[CH2:7][OH:8].[F:12][C:13]1[CH:20]=[CH:19][CH:18]=[C:17](F)[C:14]=1[C:15]#[N:16]. (4) Given the product [C:1]([N:9]([C:10]1[CH:30]=[CH:29][C:13]([CH2:14][N:15]2[C:19]3=[N:20][C:21]([C:24]([O:26][CH3:27])=[O:25])=[CH:22][CH:23]=[C:18]3[N:17]=[C:16]2[CH3:28])=[C:12]([Cl:31])[CH:11]=1)[CH3:34])(=[O:8])[C:2]1[CH:7]=[CH:6][CH:5]=[CH:4][CH:3]=1, predict the reactants needed to synthesize it. The reactants are: [C:1]([NH:9][C:10]1[CH:30]=[CH:29][C:13]([CH2:14][N:15]2[C:19]3=[N:20][C:21]([C:24]([O:26][CH3:27])=[O:25])=[CH:22][CH:23]=[C:18]3[N:17]=[C:16]2[CH3:28])=[C:12]([Cl:31])[CH:11]=1)(=[O:8])[C:2]1[CH:7]=[CH:6][CH:5]=[CH:4][CH:3]=1.[H-].[Na+].[CH3:34]I. (5) Given the product [CH3:1][C@H:2]1[CH2:7][N:6]([C:8]2[CH:13]=[CH:12][CH:11]=[CH:10][N:9]=2)[CH2:5][CH2:4][N:3]1[C:14]1[C:15]([O:28][S:30]([C:33]([F:36])([F:35])[F:34])(=[O:31])=[O:29])=[N:16][C:17]2[C:22]([N:23]=1)=[CH:21][C:20]([C:24]([O:26][CH3:27])=[O:25])=[CH:19][CH:18]=2, predict the reactants needed to synthesize it. The reactants are: [CH3:1][C@H:2]1[CH2:7][N:6]([C:8]2[CH:13]=[CH:12][CH:11]=[CH:10][N:9]=2)[CH2:5][CH2:4][N:3]1[C:14]1[C:15](=[O:28])[NH:16][C:17]2[C:22]([N:23]=1)=[CH:21][C:20]([C:24]([O:26][CH3:27])=[O:25])=[CH:19][CH:18]=2.[O:29](S(C(F)(F)F)(=O)=O)[S:30]([C:33]([F:36])([F:35])[F:34])(=O)=[O:31]. (6) Given the product [NH:16]([C:2]([NH:16][C:17]1[CH:22]=[CH:21][CH:20]=[CH:19][CH:18]=1)=[CH:3][C:4]([C:6]1[C:7]([Cl:14])=[N:8][C:9]([Cl:13])=[C:10]([F:12])[CH:11]=1)=[O:5])[C:17]1[CH:22]=[CH:21][CH:20]=[CH:19][CH:18]=1, predict the reactants needed to synthesize it. The reactants are: Cl[C:2](Cl)=[CH:3][C:4]([C:6]1[C:7]([Cl:14])=[N:8][C:9]([Cl:13])=[C:10]([F:12])[CH:11]=1)=[O:5].[NH2:16][C:17]1[CH:22]=[CH:21][CH:20]=[CH:19][CH:18]=1. (7) Given the product [CH3:26][O:27][C:28]([C:30]1[CH:35]=[CH:34][C:33]([C:2]2[CH:20]=[CH:19][C:5]([CH2:6][CH:7]3[CH2:11][CH2:10][N:9]([CH:12]4[CH2:17][CH2:16][CH2:15][CH2:14][CH2:13]4)[C:8]3=[O:18])=[C:4]([O:21][C:22]([F:25])([F:24])[F:23])[CH:3]=2)=[CH:32][CH:31]=1)=[O:29], predict the reactants needed to synthesize it. The reactants are: Br[C:2]1[CH:20]=[CH:19][C:5]([CH2:6][CH:7]2[CH2:11][CH2:10][N:9]([CH:12]3[CH2:17][CH2:16][CH2:15][CH2:14][CH2:13]3)[C:8]2=[O:18])=[C:4]([O:21][C:22]([F:25])([F:24])[F:23])[CH:3]=1.[CH3:26][O:27][C:28]([C:30]1[CH:35]=[CH:34][C:33](B(O)O)=[CH:32][CH:31]=1)=[O:29].O1CCOCC1.C([O-])(=O)C.[K+].